This data is from Catalyst prediction with 721,799 reactions and 888 catalyst types from USPTO. The task is: Predict which catalyst facilitates the given reaction. Reactant: [CH2:1]([O:3][C:4](=[O:29])[C:5]1[CH:10]=[CH:9][C:8]([N:11]2[CH:15]=[C:14]([C:16]3[CH:21]=[CH:20][CH:19]=[CH:18][C:17]=3[OH:22])[C:13]([C:23]#[N:24])=[CH:12]2)=[C:7](OC)[C:6]=1[O:27]C)[CH3:2].O1CCCC1.C(O)C.Cl. Product: [CH2:1]([O:3][C:4](=[O:29])[C:5]1[CH:10]=[CH:9][C:8]([N:11]2[CH:15]=[C:14]([C:16]3[CH:21]=[CH:20][CH:19]=[CH:18][C:17]=3[OH:22])[C:13]([C:23]#[N:24])=[CH:12]2)=[CH:7][C:6]=1[OH:27])[CH3:2]. The catalyst class is: 6.